Task: Predict the product of the given reaction.. Dataset: Forward reaction prediction with 1.9M reactions from USPTO patents (1976-2016) (1) Given the reactants [NH2:1][C:2]1[C:9](I)=[CH:8][C:7]([CH2:11][CH2:12][CH3:13])=[CH:6][C:3]=1[C:4]#[N:5].[F:14][C:15]1[CH:16]=[C:17](B(O)O)[CH:18]=[CH:19][C:20]=1[OH:21].C([O-])([O-])=O.[K+].[K+], predict the reaction product. The product is: [NH2:1][C:2]1[C:3]([C:4]#[N:5])=[CH:6][C:7]([CH2:11][CH2:12][CH3:13])=[CH:8][C:9]=1[C:17]1[CH:18]=[CH:19][C:20]([OH:21])=[C:15]([F:14])[CH:16]=1. (2) Given the reactants Br[C:2]1[N:7]=[C:6]([C:8]([O:10][CH3:11])=[O:9])[C:5]([OH:12])=[CH:4][CH:3]=1.C(Cl)Cl.C(N(CC(O)=O)CC(O)=O)CN(CC(O)=O)CC(O)=O.[OH:36][S:37]([OH:40])(=O)=O.[N:41]1C=[CH:45][CH:44]=[CH:43][CH:42]=1, predict the reaction product. The product is: [O:36]=[S:37]1(=[O:40])[CH2:45][CH2:44][CH2:43][CH2:42][N:41]1[C:2]1[N:7]=[C:6]([C:8]([O:10][CH3:11])=[O:9])[C:5]([OH:12])=[CH:4][CH:3]=1. (3) Given the reactants S(=O)(=O)(O)O.[Cl:6][C:7]1[CH:8]=[CH:9][C:10]([OH:17])=[C:11]([NH:13][C:14](=[O:16])[CH3:15])[CH:12]=1.[N+:18]([O-])([OH:20])=[O:19], predict the reaction product. The product is: [Cl:6][C:7]1[CH:8]=[C:9]([N+:18]([O-:20])=[O:19])[C:10]([OH:17])=[C:11]([NH:13][C:14](=[O:16])[CH3:15])[CH:12]=1.